From a dataset of Peptide-MHC class I binding affinity with 185,985 pairs from IEDB/IMGT. Regression. Given a peptide amino acid sequence and an MHC pseudo amino acid sequence, predict their binding affinity value. This is MHC class I binding data. (1) The binding affinity (normalized) is 0.213. The peptide sequence is VTTQRQSVY. The MHC is HLA-B53:01 with pseudo-sequence HLA-B53:01. (2) The peptide sequence is GEYNHVVAA. The MHC is HLA-B44:03 with pseudo-sequence HLA-B44:03. The binding affinity (normalized) is 0.353. (3) The peptide sequence is RFRCVGPAP. The MHC is HLA-B08:01 with pseudo-sequence HLA-B08:01. The binding affinity (normalized) is 0.0847. (4) The peptide sequence is TSKLNHHFP. The MHC is HLA-B07:02 with pseudo-sequence HLA-B07:02. The binding affinity (normalized) is 0.0847. (5) The peptide sequence is NPALRMKWM. The MHC is HLA-A01:01 with pseudo-sequence HLA-A01:01. The binding affinity (normalized) is 0.0847. (6) The peptide sequence is QQDTNSAGL. The MHC is HLA-B27:05 with pseudo-sequence HLA-B27:05. The binding affinity (normalized) is 0.0847. (7) The binding affinity (normalized) is 1.00. The MHC is BoLA-HD6 with pseudo-sequence BoLA-HD6. The peptide sequence is YMYRVWSPL.